Dataset: Full USPTO retrosynthesis dataset with 1.9M reactions from patents (1976-2016). Task: Predict the reactants needed to synthesize the given product. (1) Given the product [O:2]=[C:3]1[C:5]2[CH:10]=[CH:9][CH:8]=[CH:7][C:6]=2[S:11][CH2:12][C@@H:13]2[CH2:14][CH2:15][C@H:16]([C:19]([O:21][CH3:22])=[O:20])[CH2:17][N:18]12, predict the reactants needed to synthesize it. The reactants are: C[O:2][C:3]([C:5]1[CH:10]=[CH:9][CH:8]=[CH:7][C:6]=1[S:11][CH2:12][C@@H:13]1[NH:18][CH2:17][C@@H:16]([C:19]([O:21][CH3:22])=[O:20])[CH2:15][CH2:14]1)=O.C[Al](C)C.Cl. (2) Given the product [ClH:35].[CH3:1][O:2][C:3]1[CH:4]=[C:5]2[C:9](=[CH:10][C:11]=1[O:12][CH3:13])[CH2:8][N:7]([C:14]1[C:15]([CH3:34])=[C:16]([CH3:33])[C:17]3[O:21][C:20]([CH3:23])([CH3:22])[CH:19]([C:24]4[CH:25]=[CH:26][C:27]([CH3:30])=[CH:28][CH:29]=4)[C:18]=3[C:31]=1[CH3:32])[CH2:6]2, predict the reactants needed to synthesize it. The reactants are: [CH3:1][O:2][C:3]1[CH:4]=[C:5]2[C:9](=[CH:10][C:11]=1[O:12][CH3:13])[CH2:8][N:7]([C:14]1[C:15]([CH3:34])=[C:16]([CH3:33])[C:17]3[O:21][C:20]([CH3:23])([CH3:22])[CH:19]([C:24]4[CH:29]=[CH:28][C:27]([CH3:30])=[CH:26][CH:25]=4)[C:18]=3[C:31]=1[CH3:32])[CH2:6]2.[ClH:35]. (3) Given the product [NH2:18][C:17]1[N:15]([C:3]2[CH:4]=[C:5]([S:9][CH2:10][C:11]([F:13])([F:14])[F:12])[C:6]([CH3:8])=[CH:7][C:2]=2[F:1])[N:16]=[C:20]([OH:21])[CH:19]=1, predict the reactants needed to synthesize it. The reactants are: [F:1][C:2]1[CH:7]=[C:6]([CH3:8])[C:5]([S:9][CH2:10][C:11]([F:14])([F:13])[F:12])=[CH:4][C:3]=1[NH:15][NH2:16].[C:17]([CH2:19][C:20](Cl)=[O:21])#[N:18]. (4) Given the product [CH3:18][O:17][C@@H:5]([CH2:6][C:7]1[CH:8]=[CH:9][C:10]([O:13][CH2:14][CH2:15][O:28][C:23]2[CH:24]=[CH:25][CH:26]=[CH:27][C:22]=2[O:21][CH3:20])=[CH:11][CH:12]=1)[C:4]([OH:3])=[O:19], predict the reactants needed to synthesize it. The reactants are: C([O:3][C:4](=[O:19])[C@@H:5]([O:17][CH3:18])[CH2:6][C:7]1[CH:12]=[CH:11][C:10]([O:13][CH2:14][CH2:15]Br)=[CH:9][CH:8]=1)C.[CH3:20][O:21][C:22]1[CH:27]=[CH:26][CH:25]=[CH:24][C:23]=1[OH:28].CO[C@@H](CC1C=CC(OCCCOC2C=CC=CC=2)=CC=1)C(O)=O. (5) Given the product [C:2]([C:6]1[N:11]=[C:10]([C:12]2[CH:13]=[CH:14][CH:15]=[CH:16][CH:17]=2)[C:9]([NH:18][C:20]([NH:19][C:22]2[CH:34]=[CH:33][CH:32]=[C:24]([O:25][C:26]3[CH:31]=[CH:30][CH:29]=[CH:28][CH:27]=3)[CH:23]=2)=[O:21])=[CH:8][N:7]=1)([CH3:5])([CH3:3])[CH3:4], predict the reactants needed to synthesize it. The reactants are: Cl.[C:2]([C:6]1[N:11]=[C:10]([C:12]2[CH:17]=[CH:16][CH:15]=[CH:14][CH:13]=2)[C:9]([NH2:18])=[CH:8][N:7]=1)([CH3:5])([CH3:4])[CH3:3].[N:19]([C:22]1[CH:23]=[C:24]([CH:32]=[CH:33][CH:34]=1)[O:25][C:26]1[CH:31]=[CH:30][CH:29]=[CH:28][CH:27]=1)=[C:20]=[O:21]. (6) Given the product [Cl:1][C:2]1[CH:8]=[CH:7][C:5]([NH:6][C:13](=[O:18])[C:14]([O-:16])=[O:15])=[C:4]([N+:9]([O-:11])=[O:10])[CH:3]=1.[Na+:20], predict the reactants needed to synthesize it. The reactants are: [Cl:1][C:2]1[CH:8]=[CH:7][C:5]([NH2:6])=[C:4]([N+:9]([O-:11])=[O:10])[CH:3]=1.Cl[C:13](=[O:18])[C:14]([O:16]C)=[O:15].[OH-].[Na+:20].